Predict which catalyst facilitates the given reaction. From a dataset of Catalyst prediction with 721,799 reactions and 888 catalyst types from USPTO. (1) Reactant: [Cl:1][C:2]1[CH:7]=[CH:6][C:5]([Cl:8])=[CH:4][C:3]=1[C:9]1[O:13][N:12]=[CH:11][C:10]=1[CH2:14][CH2:15][C:16](OC)=[O:17].[H-].C([Al+]CC(C)C)C(C)C.Cl. Product: [Cl:1][C:2]1[CH:7]=[CH:6][C:5]([Cl:8])=[CH:4][C:3]=1[C:9]1[O:13][N:12]=[CH:11][C:10]=1[CH2:14][CH2:15][CH2:16][OH:17]. The catalyst class is: 7. (2) Reactant: OOS([O-])=O.[K+].[C:7]([C:11]1[N:16]=[CH:15][C:14]([CH:17]=O)=[CH:13][N:12]=1)([CH3:10])([CH3:9])[CH3:8].[NH2:19][C:20]1[CH:25]=[CH:24][CH:23]=[CH:22][C:21]=1[NH2:26].C(=O)([O-])[O-].[K+].[K+]. Product: [C:7]([C:11]1[N:16]=[CH:15][C:14]([C:17]2[NH:19][C:20]3[CH:25]=[CH:24][CH:23]=[CH:22][C:21]=3[N:26]=2)=[CH:13][N:12]=1)([CH3:10])([CH3:9])[CH3:8]. The catalyst class is: 18. (3) Reactant: ClC1SC2C=C(OC)C=CC=2N=1.C([Sn](CCCC)(CCCC)C1C=CC(OC)=CC=1[N+]([O-])=O)CCC.[CH3:37][O:38][C:39]1[CH:58]=[CH:57][C:42]2[N:43]=[C:44]([C:46]3[CH:51]=[CH:50][C:49]([O:52][CH3:53])=[CH:48][C:47]=3[N+:54]([O-])=O)[S:45][C:41]=2[CH:40]=1.O.O.[Sn](Cl)Cl.N. Product: [CH3:53][O:52][C:49]1[CH:50]=[CH:51][C:46]([C:44]2[S:45][C:41]3[CH:40]=[C:39]([O:38][CH3:37])[CH:58]=[CH:57][C:42]=3[N:43]=2)=[C:47]([NH2:54])[CH:48]=1. The catalyst class is: 361. (4) Reactant: C([O:3][C:4](=[O:28])[CH2:5][CH2:6][CH2:7][O:8][C:9]1[CH:14]=[CH:13][C:12]([Cl:15])=[CH:11][C:10]=1[NH:16][C:17]([NH:19][C:20]1[CH:25]=[CH:24][C:23]([C:26]#[N:27])=[CH:22][N:21]=1)=[O:18])C.[OH-].[K+].CO.O. Product: [Cl:15][C:12]1[CH:13]=[CH:14][C:9]([O:8][CH2:7][CH2:6][CH2:5][C:4]([OH:28])=[O:3])=[C:10]([NH:16][C:17]([NH:19][C:20]2[CH:25]=[CH:24][C:23]([C:26]#[N:27])=[CH:22][N:21]=2)=[O:18])[CH:11]=1. The catalyst class is: 7. (5) Reactant: Cl[CH2:2][C:3]1[CH:15]=[CH:14][C:6]([O:7][CH2:8][C:9]([O:11][CH2:12][CH3:13])=[O:10])=[C:5]([CH3:16])[CH:4]=1.[I-].[Na+].[CH2:19]([NH:23][C:24]1[C:25]([CH3:37])=[C:26]([C:30]2[CH:35]=[CH:34][C:33]([CH3:36])=[CH:32][CH:31]=2)[CH:27]=[CH:28][CH:29]=1)[CH2:20][CH2:21][CH3:22]. Product: [CH2:19]([N:23]([CH2:2][C:3]1[CH:15]=[CH:14][C:6]([O:7][CH2:8][C:9]([O:11][CH2:12][CH3:13])=[O:10])=[C:5]([CH3:16])[CH:4]=1)[C:24]1[C:25]([CH3:37])=[C:26]([C:30]2[CH:35]=[CH:34][C:33]([CH3:36])=[CH:32][CH:31]=2)[CH:27]=[CH:28][CH:29]=1)[CH2:20][CH2:21][CH3:22]. The catalyst class is: 10. (6) Reactant: FC(F)(F)C(O)=O.[F:8][CH:9]([F:23])[C:10]1[N:11]=[CH:12][C:13]([C:16]([O:18]C(C)(C)C)=[O:17])=[N:14][CH:15]=1.CCOCC.[OH-].[Na+]. Product: [F:23][CH:9]([F:8])[C:10]1[N:11]=[CH:12][C:13]([C:16]([OH:18])=[O:17])=[N:14][CH:15]=1. The catalyst class is: 4. (7) Reactant: [C:1]([C:5]1[CH:6]=[C:7]2[C:12](=[C:13]([F:15])[CH:14]=1)[C:11](=[O:16])[N:10]([C:17]1[N:24]=[CH:23][CH:22]=[C:21]([C:25]3[CH:30]=[C:29]([NH:31][C:32]4[S:33][C:34]([CH3:37])=[CH:35][N:36]=4)[C:28](=[O:38])[N:27]([CH3:39])[CH:26]=3)[C:18]=1[CH:19]=[O:20])[N:9]=[CH:8]2)([CH3:4])([CH3:3])[CH3:2].[BH4-].[Na+]. Product: [C:1]([C:5]1[CH:6]=[C:7]2[C:12](=[C:13]([F:15])[CH:14]=1)[C:11](=[O:16])[N:10]([C:17]1[C:18]([CH2:19][OH:20])=[C:21]([C:25]3[CH:30]=[C:29]([NH:31][C:32]4[S:33][C:34]([CH3:37])=[CH:35][N:36]=4)[C:28](=[O:38])[N:27]([CH3:39])[CH:26]=3)[CH:22]=[CH:23][N:24]=1)[N:9]=[CH:8]2)([CH3:4])([CH3:2])[CH3:3]. The catalyst class is: 138.